This data is from Retrosynthesis with 50K atom-mapped reactions and 10 reaction types from USPTO. The task is: Predict the reactants needed to synthesize the given product. (1) Given the product Cc1ccccc1S(=O)(=O)C1(c2cc(N3CCOC[C@@H]3C)nc(-c3ccc(NC(=O)Oc4ccccc4)cc3)n2)CC1, predict the reactants needed to synthesize it. The reactants are: Cc1ccccc1S(=O)(=O)C1(c2cc(N3CCOC[C@@H]3C)nc(-c3ccc(N)cc3)n2)CC1.O=C(Cl)Oc1ccccc1. (2) Given the product Cn1ncc(C(=O)N2CCOCC2)c1C(=O)Nc1ccn2nc(N3CCCC3)nc2c1, predict the reactants needed to synthesize it. The reactants are: C1COCCN1.Cn1ncc(C(=O)O)c1C(=O)Nc1ccn2nc(N3CCCC3)nc2c1.